Dataset: Forward reaction prediction with 1.9M reactions from USPTO patents (1976-2016). Task: Predict the product of the given reaction. (1) Given the reactants [CH:1]1([CH:7]([NH:19][C:20]2[CH:25]=[CH:24][C:23]([C:26]([N:28]([CH3:36])[CH2:29][CH2:30][C:31]([O:33][CH2:34][CH3:35])=[O:32])=[O:27])=[CH:22][CH:21]=2)[C:8]2[O:9][C:10]3[CH:17]=[CH:16][C:15]([OH:18])=[CH:14][C:11]=3[C:12]=2[CH3:13])[CH2:6][CH2:5][CH2:4][CH2:3][CH2:2]1.Cl[C:38]1[CH:43]=[CH:42][C:41]([C:44]#[N:45])=[CH:40][N:39]=1.C(=O)([O-])[O-].[K+].[K+].O, predict the reaction product. The product is: [C:44]([C:41]1[CH:42]=[CH:43][C:38]([O:18][C:15]2[CH:16]=[CH:17][C:10]3[O:9][C:8]([CH:7]([NH:19][C:20]4[CH:21]=[CH:22][C:23]([C:26]([N:28]([CH3:36])[CH2:29][CH2:30][C:31]([O:33][CH2:34][CH3:35])=[O:32])=[O:27])=[CH:24][CH:25]=4)[CH:1]4[CH2:6][CH2:5][CH2:4][CH2:3][CH2:2]4)=[C:12]([CH3:13])[C:11]=3[CH:14]=2)=[N:39][CH:40]=1)#[N:45]. (2) The product is: [CH2:1]([O:3][CH2:4][CH2:5][N:6]1[C:14]2[C:9](=[CH:10][CH:11]=[CH:12][CH:13]=2)[C:8]([CH:15]2[CH2:16][CH2:17][N:18]([CH2:35][CH2:34][O:33][C:24]3[CH:25]=[CH:31][C:32]([C:36]([OH:37])=[O:39])=[CH:22][CH:23]=3)[CH2:19][CH2:20]2)=[CH:7]1)[CH3:2]. Given the reactants [CH2:1]([O:3][CH2:4][CH2:5][N:6]1[C:14]2[C:9](=[CH:10][CH:11]=[CH:12][CH:13]=2)[C:8]([CH:15]2[CH2:20][CH2:19][NH:18][CH2:17][CH2:16]2)=[CH:7]1)[CH3:2].Cl[C:22]1[CH:32]=[CH:31][C:25](C(OCC)=O)=[C:24]([O:33][CH2:34][CH3:35])[CH:23]=1.[C:36](=[O:39])([O-])[O-:37].[K+].[K+].[OH-].[Na+].S(=O)(=O)(O)O, predict the reaction product. (3) Given the reactants [CH3:1][O:2][C:3]1[N:8]=[C:7]([O:9][CH3:10])[C:6](B(O)O)=[CH:5][N:4]=1.[CH3:14][C:15]1[CH:20]=[CH:19][N:18]=[CH:17][C:16]=1Br.C([O-])([O-])=O.[Na+].[Na+].C1C=CC(P(C2C=CC=CC=2)C2C=CC=CC=2)=CC=1, predict the reaction product. The product is: [CH3:14][C:15]1[CH:20]=[CH:19][N:18]=[CH:17][C:16]=1[C:6]1[C:7]([O:9][CH3:10])=[N:8][C:3]([O:2][CH3:1])=[N:4][CH:5]=1.